Dataset: Forward reaction prediction with 1.9M reactions from USPTO patents (1976-2016). Task: Predict the product of the given reaction. Given the reactants [F:1][C:2]([F:21])([F:20])[O:3][C:4]1[CH:9]=[CH:8][C:7]([C:10]2[CH:11]=[CH:12][C:13]3[O:17][N:16]=[C:15]([OH:18])[C:14]=3[CH:19]=2)=[CH:6][CH:5]=1.Br[CH2:23][C:24]1([CH3:28])[CH2:27][O:26][CH2:25]1.C(=O)([O-])[O-].[Cs+].[Cs+].O1C2C=CC=CC=2C=N1, predict the reaction product. The product is: [CH3:23][C:24]1([CH2:28][O:18][C:15]2[C:14]3[CH:19]=[C:10]([C:7]4[CH:8]=[CH:9][C:4]([O:3][C:2]([F:1])([F:20])[F:21])=[CH:5][CH:6]=4)[CH:11]=[CH:12][C:13]=3[O:17][N:16]=2)[CH2:27][O:26][CH2:25]1.